Dataset: Reaction yield outcomes from USPTO patents with 853,638 reactions. Task: Predict the reaction yield, written as a fraction of the theoretical maximum amount of product (1.0 means a 100% yield; for example, 0.34 means a 34% yield). The reactants are [Br:1][C:2]1[C:14]([F:15])=[CH:13][C:12]([C:16](=[O:18])[NH2:17])=[C:11]2[C:3]=1[C:4]1[CH:5]=[CH:6][C:7](C(OCC)=O)=[CH:8][C:9]=1[NH:10]2.[CH3:24][Mg]Cl.[NH4+].[Cl-].[CH2:29]1[CH2:33][O:32]CC1. The catalyst is O. The product is [Br:1][C:2]1[C:3]2[C:4]3[C:9](=[CH:8][C:7]([C:33]([OH:32])([CH3:29])[CH3:24])=[CH:6][CH:5]=3)[NH:10][C:11]=2[C:12]([C:16]([NH2:17])=[O:18])=[CH:13][C:14]=1[F:15]. The yield is 0.650.